This data is from Full USPTO retrosynthesis dataset with 1.9M reactions from patents (1976-2016). The task is: Predict the reactants needed to synthesize the given product. (1) The reactants are: [OH:1]/[N:2]=[C:3](/[C@@H:5]1[C@:21]2([CH3:22])[C@H:8]([C@H:9]3[C@H:18]([CH2:19][CH2:20]2)[C@:17]2([CH3:23])[C:12](=[CH:13][C:14](=[O:24])[CH2:15][CH2:16]2)[CH2:11][CH2:10]3)[CH2:7][CH2:6]1)\[CH3:4].[CH3:25][N:26]1[CH2:31][CH2:30][N:29]([CH2:32][C:33](O)=[O:34])[CH2:28][CH2:27]1.C(N(CC)C(C)C)(C)C.CCN=C=NCCCN(C)C.C([O-])(O)=O.[Na+]. Given the product [CH3:23][C@:17]12[CH2:16][CH2:15][C:14](=[O:24])[CH:13]=[C:12]1[CH2:11][CH2:10][C@@H:9]1[C@@H:18]2[CH2:19][CH2:20][C@@:21]2([CH3:22])[C@H:8]1[CH2:7][CH2:6][C@@H:5]2/[C:3](=[N:2]/[O:1][C:33](=[O:34])[CH2:32][N:29]1[CH2:30][CH2:31][N:26]([CH3:25])[CH2:27][CH2:28]1)/[CH3:4], predict the reactants needed to synthesize it. (2) Given the product [C:1]([NH:9][C:10]1[CH:11]=[C:12]([NH:17][C:18](=[O:27])[C:19]2[CH:24]=[CH:23][C:22]([CH2:25][N:28]3[CH2:33][CH2:32][CH2:31][CH2:30][CH2:29]3)=[N:21][CH:20]=2)[CH:13]=[CH:14][C:15]=1[Cl:16])(=[O:8])[C:2]1[CH:7]=[CH:6][CH:5]=[CH:4][CH:3]=1, predict the reactants needed to synthesize it. The reactants are: [C:1]([NH:9][C:10]1[CH:11]=[C:12]([NH:17][C:18](=[O:27])[C:19]2[CH:24]=[CH:23][C:22]([CH2:25]Br)=[N:21][CH:20]=2)[CH:13]=[CH:14][C:15]=1[Cl:16])(=[O:8])[C:2]1[CH:7]=[CH:6][CH:5]=[CH:4][CH:3]=1.[NH:28]1[CH2:33][CH2:32][CH2:31][CH2:30][CH2:29]1. (3) Given the product [CH:31]([S:34]([C:37]1[CH:42]=[CH:41][C:40]([C:2]2[N:3]=[C:4]3[C:10]([NH2:11])=[CH:9][N:8]([C:12]([C:19]4[CH:20]=[CH:21][CH:22]=[CH:23][CH:24]=4)([C:13]4[CH:18]=[CH:17][CH:16]=[CH:15][CH:14]=4)[C:25]4[CH:30]=[CH:29][CH:28]=[CH:27][CH:26]=4)[C:5]3=[N:6][CH:7]=2)=[CH:39][CH:38]=1)(=[O:35])=[O:36])([CH3:33])[CH3:32], predict the reactants needed to synthesize it. The reactants are: Br[C:2]1[N:3]=[C:4]2[C:10]([NH2:11])=[CH:9][N:8]([C:12]([C:25]3[CH:30]=[CH:29][CH:28]=[CH:27][CH:26]=3)([C:19]3[CH:24]=[CH:23][CH:22]=[CH:21][CH:20]=3)[C:13]3[CH:18]=[CH:17][CH:16]=[CH:15][CH:14]=3)[C:5]2=[N:6][CH:7]=1.[CH:31]([S:34]([C:37]1[CH:42]=[CH:41][C:40](B(O)O)=[CH:39][CH:38]=1)(=[O:36])=[O:35])([CH3:33])[CH3:32].C([O-])([O-])=O.[Na+].[Na+]. (4) Given the product [CH2:43]([O:45][C:46](=[O:51])[C:47]([O:25][C:23]1[CH:24]=[C:19]2[CH:18]=[C:17]([C:26]([C:33]3[CH:34]=[CH:35][C:36]([S:39]([CH3:42])(=[O:40])=[O:41])=[CH:37][CH:38]=3)=[CH:27][CH:28]3[CH2:32][CH2:31][CH2:30][CH2:29]3)[N:16]([S:13]([C:7]3[CH:12]=[CH:11][CH:10]=[CH:9][CH:8]=3)(=[O:14])=[O:15])[C:20]2=[N:21][CH:22]=1)([CH3:49])[CH3:48])[CH3:44], predict the reactants needed to synthesize it. The reactants are: C(=O)([O-])[O-].[K+].[K+].[C:7]1([S:13]([N:16]2[C:20]3=[N:21][CH:22]=[C:23]([OH:25])[CH:24]=[C:19]3[CH:18]=[C:17]2[C:26]([C:33]2[CH:38]=[CH:37][C:36]([S:39]([CH3:42])(=[O:41])=[O:40])=[CH:35][CH:34]=2)=[CH:27][CH:28]2[CH2:32][CH2:31][CH2:30][CH2:29]2)(=[O:15])=[O:14])[CH:12]=[CH:11][CH:10]=[CH:9][CH:8]=1.[CH2:43]([O:45][C:46](=[O:51])[C:47](Br)([CH3:49])[CH3:48])[CH3:44]. (5) Given the product [F:40][CH:38]([F:39])[C:10]1[C:9]([S:6]([NH2:5])(=[O:7])=[O:8])=[CH:14][C:13]([C:15]2[N:20]3[CH:21]=[CH:22][C:23]([C:24]4[CH:25]=[CH:26][CH:27]=[CH:28][CH:29]=4)=[C:19]3[C:18]([NH:30][CH2:31][C:32]3[CH:37]=[CH:36][CH:35]=[CH:34][N:33]=3)=[N:17][N:16]=2)=[CH:12][N:11]=1, predict the reactants needed to synthesize it. The reactants are: C([NH:5][S:6]([C:9]1[C:10]([CH:38]([F:40])[F:39])=[N:11][CH:12]=[C:13]([C:15]2[N:20]3[CH:21]=[CH:22][C:23]([C:24]4[CH:29]=[CH:28][CH:27]=[CH:26][CH:25]=4)=[C:19]3[C:18]([NH:30][CH2:31][C:32]3[CH:37]=[CH:36][CH:35]=[CH:34][N:33]=3)=[N:17][N:16]=2)[CH:14]=1)(=[O:8])=[O:7])(C)(C)C.C(O)(C(F)(F)F)=O. (6) Given the product [NH2:11][C:9]1[CH:8]=[CH:7][C:4]([C:5]#[N:6])=[C:3]([O:2][CH3:1])[CH:10]=1, predict the reactants needed to synthesize it. The reactants are: [CH3:1][O:2][C:3]1[CH:10]=[C:9]([N+:11]([O-])=O)[CH:8]=[CH:7][C:4]=1[C:5]#[N:6].Cl. (7) Given the product [C:1]([C:5]1[CH:9]=[C:8]([C:10]([NH:12][S:13]([C:16]2[CH:21]=[CH:20][CH:19]=[C:18]([CH2:22][OH:23])[CH:17]=2)(=[O:14])=[O:15])=[O:11])[N:7]([CH2:24][C:25]2[C:30]([CH3:31])=[CH:29][C:28]([CH3:32])=[CH:27][C:26]=2[CH3:33])[N:6]=1)([CH3:4])([CH3:2])[CH3:3], predict the reactants needed to synthesize it. The reactants are: [C:1]([C:5]1[CH:9]=[C:8]([C:10]([NH:12][S:13]([C:16]2[CH:21]=[CH:20][CH:19]=[C:18]([CH:22]=[O:23])[CH:17]=2)(=[O:15])=[O:14])=[O:11])[N:7]([CH2:24][C:25]2[C:30]([CH3:31])=[CH:29][C:28]([CH3:32])=[CH:27][C:26]=2[CH3:33])[N:6]=1)([CH3:4])([CH3:3])[CH3:2].[BH4-].[Na+].